This data is from Full USPTO retrosynthesis dataset with 1.9M reactions from patents (1976-2016). The task is: Predict the reactants needed to synthesize the given product. (1) Given the product [Br:10][C:7]1[CH:8]=[C:3]([CH2:1][CH3:2])[C:4]([OH:9])=[N:5][CH:6]=1, predict the reactants needed to synthesize it. The reactants are: [CH2:1]([C:3]1[C:4]([OH:9])=[N:5][CH:6]=[CH:7][CH:8]=1)[CH3:2].[Br:10]N1C(=O)CCC1=O. (2) Given the product [CH2:1]([O:8][C:9]([N:11]1[C@@H:12]([CH2:16][CH2:17][CH2:18][CH2:19][CH2:20][C:21]([OH:23])=[O:22])[C:13](=[O:15])[O:14][CH2:27]1)=[O:10])[C:2]1[CH:3]=[CH:4][CH:5]=[CH:6][CH:7]=1, predict the reactants needed to synthesize it. The reactants are: [CH2:1]([O:8][C:9]([NH:11][C@@H:12]([CH2:16][CH2:17][CH2:18][CH2:19][CH2:20][C:21]([OH:23])=[O:22])[C:13]([OH:15])=[O:14])=[O:10])[C:2]1[CH:7]=[CH:6][CH:5]=[CH:4][CH:3]=1.C=O.O.[C:27]1(C)C=CC(S(O)(=O)=O)=CC=1. (3) Given the product [F:27][C:28]1[CH:33]=[C:32]([F:34])[CH:31]=[CH:30][C:29]=1[C:2]1[CH:10]=[CH:9][C:5]([C:6]([NH2:8])=[O:7])=[C:4]([NH:11][C:12]2[CH:17]=[CH:16][C:15]([C:18]([N:20]3[CH2:25][CH2:24][N:23]([CH3:26])[CH2:22][CH2:21]3)=[O:19])=[CH:14][CH:13]=2)[N:3]=1, predict the reactants needed to synthesize it. The reactants are: Cl[C:2]1[CH:10]=[CH:9][C:5]([C:6]([NH2:8])=[O:7])=[C:4]([NH:11][C:12]2[CH:17]=[CH:16][C:15]([C:18]([N:20]3[CH2:25][CH2:24][N:23]([CH3:26])[CH2:22][CH2:21]3)=[O:19])=[CH:14][CH:13]=2)[N:3]=1.[F:27][C:28]1[CH:33]=[C:32]([F:34])[CH:31]=[CH:30][C:29]=1B(O)O.C([O-])([O-])=O.[K+].[K+]. (4) The reactants are: [H-].[Na+].[CH2:3]([O:6][C:7]([CH:9]([CH2:16][CH2:17][CH2:18][CH2:19][C:20]([O:22][CH2:23][CH3:24])=[O:21])[C:10]([O:12][CH2:13][CH:14]=[CH2:15])=[O:11])=[O:8])[CH:4]=[CH2:5].Br[CH2:26][CH2:27][C:28]1[CH:35]=[CH:34][C:31]([C:32]#[N:33])=[CH:30][CH:29]=1.O. Given the product [CH2:3]([O:6][C:7]([C:9]([CH2:26][CH2:27][C:28]1[CH:35]=[CH:34][C:31]([C:32]#[N:33])=[CH:30][CH:29]=1)([CH2:16][CH2:17][CH2:18][CH2:19][C:20]([O:22][CH2:23][CH3:24])=[O:21])[C:10]([O:12][CH2:13][CH:14]=[CH2:15])=[O:11])=[O:8])[CH:4]=[CH2:5], predict the reactants needed to synthesize it.